Dataset: Full USPTO retrosynthesis dataset with 1.9M reactions from patents (1976-2016). Task: Predict the reactants needed to synthesize the given product. (1) Given the product [C:1]([O:8][CH2:9][C:10]([Cl:12])([Cl:31])[Cl:11])(=[O:7])[CH2:2][CH2:3][CH2:4][CH:5]=[CH2:6], predict the reactants needed to synthesize it. The reactants are: [C:1]([OH:8])(=[O:7])[CH2:2][CH2:3][CH2:4][CH:5]=[CH2:6].[CH:9](Cl)(O)[CH:10]([Cl:12])[Cl:11].C1CCC(N=C=NC2CCCCC2)CC1.C(Cl)[Cl:31]. (2) Given the product [Cl:40][C:37]([F:38])([F:39])[O:36][C:33]1[CH:32]=[CH:31][C:30]([NH:29][C:27](=[O:28])[C:26]2[CH:25]=[CH:24][C:43]([N:44]3[CH2:45][C@H:46]([OH:50])[C@@H:47]([OH:49])[CH2:48]3)=[C:42]([C:7]3[C:2]([CH3:1])=[N:3][CH:4]=[N:5][CH:6]=3)[CH:41]=2)=[CH:35][CH:34]=1, predict the reactants needed to synthesize it. The reactants are: [CH3:1][C:2]1[C:7](B2OC(C)(C)C(C)(C)O2)=[CH:6][N:5]=[CH:4][N:3]=1.C([O-])([O-])=O.[K+].[K+].Br[C:24]1[CH:25]=[C:26]([CH:41]=[CH:42][C:43]=1[N:44]1[CH2:48][C@H:47]([OH:49])[C@@H:46]([OH:50])[CH2:45]1)[C:27]([NH:29][C:30]1[CH:35]=[CH:34][C:33]([O:36][C:37]([Cl:40])([F:39])[F:38])=[CH:32][CH:31]=1)=[O:28]. (3) Given the product [Br:7][C:8]1[CH:20]=[CH:19][C:18]2[C:17]3[C:12](=[CH:13][C:14]([Br:21])=[CH:15][CH:16]=3)[C:11](=[C:27]([S:23][CH3:22])[S:28][CH3:30])[C:10]=2[CH:9]=1, predict the reactants needed to synthesize it. The reactants are: CC(C)([O-])C.[Na+].[Br:7][C:8]1[CH:20]=[CH:19][C:18]2[C:17]3[C:12](=[CH:13][C:14]([Br:21])=[CH:15][CH:16]=3)[CH2:11][C:10]=2[CH:9]=1.[C:22](=S)=[S:23].CI.[CH3:27][S:28]([CH3:30])=O. (4) Given the product [F:5][C:6]1[CH:7]=[CH:8][C:9]([NH2:19])=[C:10]([O:11][CH:12]2[CH2:17][CH2:16][O:15][CH2:14][CH2:13]2)[CH:18]=1, predict the reactants needed to synthesize it. The reactants are: C([O-])=O.[NH4+].[F:5][C:6]1[CH:7]=[CH:8][C:9]([N+:19]([O-])=O)=[C:10]([CH:18]=1)[O:11][CH:12]1[CH2:17][CH2:16][O:15][CH2:14][CH2:13]1. (5) Given the product [CH2:36]([C:35]1[N:1]=[C:2]([NH:4][C@H:5]([C:9]([N:11]2[CH2:19][C@H:18]([O:20][C:21]3[C:30]4[C:25](=[CH:26][CH:27]=[C:28]([CH:31]=[CH2:32])[CH:29]=4)[CH:24]=[CH:23][N:22]=3)[CH2:17][C@H:12]2[C:13]([O:15][CH3:16])=[O:14])=[O:10])[CH:6]([CH3:8])[CH3:7])[S:3][CH:34]=1)[CH2:37][CH:38]=[CH2:39], predict the reactants needed to synthesize it. The reactants are: [NH2:1][C:2]([NH:4][C@H:5]([C:9]([N:11]1[CH2:19][C@H:18]([O:20][C:21]2[C:30]3[C:25](=[CH:26][CH:27]=[C:28]([CH:31]=[CH2:32])[CH:29]=3)[CH:24]=[CH:23][N:22]=2)[CH2:17][C@H:12]1[C:13]([O:15][CH3:16])=[O:14])=[O:10])[CH:6]([CH3:8])[CH3:7])=[S:3].Br[CH2:34][C:35](=O)[CH2:36][CH2:37][CH:38]=[CH2:39]. (6) Given the product [CH3:35][CH:34]([CH2:37][CH2:38][CH2:39][CH2:40][CH2:41][CH2:42][CH2:43][CH2:44][CH3:45])[CH:33]=[CH:2][C:3]1[CH:4]=[CH:5][CH:6]=[CH:7][CH:8]=1, predict the reactants needed to synthesize it. The reactants are: [Br-].[CH2:2]([P+](C1C=CC=CC=1)(C1C=CC=CC=1)C1C=CC=CC=1)[C:3]1[CH:8]=[CH:7][CH:6]=[CH:5][CH:4]=1.[Li]CCCC.[CH3:33][CH:34]([CH2:37][CH2:38][CH2:39][CH2:40][CH2:41][CH2:42][CH2:43][CH2:44][CH3:45])[CH:35]=O.O. (7) Given the product [CH3:39][N:17]([CH3:16])[C:18]1[CH:19]=[CH:20][C:21]([C:22]([NH:24][C:25]2[CH:30]=[CH:29][CH:28]=[C:27]([CH:31]([C:3]3[C:4]4[C:9](=[CH:8][C:7]([N:10]5[CH2:15][CH2:14][O:13][CH2:12][CH2:11]5)=[CH:6][CH:5]=4)[NH:1][CH:2]=3)[CH2:32][N+:33]([O-:35])=[O:34])[C:26]=2[F:36])=[O:23])=[CH:37][CH:38]=1, predict the reactants needed to synthesize it. The reactants are: [NH:1]1[C:9]2[C:4](=[CH:5][CH:6]=[C:7]([N:10]3[CH2:15][CH2:14][O:13][CH2:12][CH2:11]3)[CH:8]=2)[CH:3]=[CH:2]1.[CH3:16][N:17]([CH3:39])[C:18]1[CH:38]=[CH:37][C:21]([C:22]([NH:24][C:25]2[CH:30]=[CH:29][CH:28]=[C:27](/[CH:31]=[CH:32]/[N+:33]([O-:35])=[O:34])[C:26]=2[F:36])=[O:23])=[CH:20][CH:19]=1.FC(F)(F)S(O[Yb](OS(C(F)(F)F)(=O)=O)OS(C(F)(F)F)(=O)=O)(=O)=O.C(OCC)(=O)C.CCCCCC. (8) Given the product [Si:5]([O:12][C@H:13]1[CH2:17][N:16]([S:18]([C:21]2[CH:22]=[CH:23][C:24]([C:27]([F:30])([F:28])[F:29])=[CH:25][CH:26]=2)(=[O:20])=[O:19])[C@H:15]([CH2:31][OH:32])[CH2:14]1)([C:8]([CH3:11])([CH3:9])[CH3:10])([CH3:7])[CH3:6], predict the reactants needed to synthesize it. The reactants are: [Cl-].[Li+].[BH4-].[Na+].[Si:5]([O:12][C@H:13]1[CH2:17][N:16]([S:18]([C:21]2[CH:26]=[CH:25][C:24]([C:27]([F:30])([F:29])[F:28])=[CH:23][CH:22]=2)(=[O:20])=[O:19])[C@H:15]([C:31](OC)=[O:32])[CH2:14]1)([C:8]([CH3:11])([CH3:10])[CH3:9])([CH3:7])[CH3:6].